This data is from Reaction yield outcomes from USPTO patents with 853,638 reactions. The task is: Predict the reaction yield, written as a fraction of the theoretical maximum amount of product (1.0 means a 100% yield; for example, 0.34 means a 34% yield). The reactants are Br[C:2]1[CH:3]=[N:4][C:5]2[C:10]([CH:11]=1)=[N:9][CH:8]=[CH:7][C:6]=2[Cl:12].C([Li])CCC.[O:18]=[C:19]1[CH2:24][CH2:23][N:22]([C:25]([O:27][C:28]([CH3:31])([CH3:30])[CH3:29])=[O:26])[CH2:21][CH2:20]1. The catalyst is C1COCC1. The product is [Cl:12][C:6]1[CH:7]=[CH:8][N:9]=[C:10]2[C:5]=1[N:4]=[CH:3][C:2]([C:19]1([OH:18])[CH2:20][CH2:21][N:22]([C:25]([O:27][C:28]([CH3:30])([CH3:29])[CH3:31])=[O:26])[CH2:23][CH2:24]1)=[CH:11]2. The yield is 0.380.